Dataset: Catalyst prediction with 721,799 reactions and 888 catalyst types from USPTO. Task: Predict which catalyst facilitates the given reaction. (1) Reactant: [C:1]([O:5][C:6]([N:8]1[CH2:13][CH:12]2[CH:10]([CH:11]2[C:14]([OH:16])=O)[CH2:9]1)=[O:7])([CH3:4])([CH3:3])[CH3:2].O[C:18]1[C:26]2[N:25]=[N:24]N[C:22]=2[CH:21]=[CH:20][CH:19]=1.C(N=C=N[CH2:32][CH2:33][CH2:34][N:35](C)C)C.CC[CH2:40][CH2:41][CH2:42][CH3:43].[CH2:44](Cl)Cl. Product: [CH2:42]([C:43]1[N:25]([C:26]2[CH:18]=[CH:19][CH:20]=[CH:21][CH:22]=2)[N:24]=[C:33]([CH2:34][NH:35][C:14]([CH:11]2[CH:10]3[CH:12]2[CH2:13][N:8]([C:6]([O:5][C:1]([CH3:2])([CH3:3])[CH3:4])=[O:7])[CH2:9]3)=[O:16])[CH:32]=1)[CH:41]([CH3:44])[CH3:40]. The catalyst class is: 13. (2) Reactant: [F:1][C:2]1([F:31])[O:6][C:5]2[CH:7]=[CH:8][C:9]([C:11]3([C:14]([NH:16][C:17]4[CH:22]=[CH:21][C:20]([CH3:23])=[C:19]([C:24]5[CH:29]=[CH:28][CH:27]=[C:26]([OH:30])[CH:25]=5)[N:18]=4)=[O:15])[CH2:13][CH2:12]3)=[CH:10][C:4]=2[O:3]1.CC1C=CC(S(O[CH2:43][C@@H:44]2[CH2:48][O:47][C:46]([CH3:50])([CH3:49])[O:45]2)(=O)=O)=CC=1.C([O-])([O-])=O.[Cs+].[Cs+]. Product: [F:31][C:2]1([F:1])[O:6][C:5]2[CH:7]=[CH:8][C:9]([C:11]3([C:14]([NH:16][C:17]4[CH:22]=[CH:21][C:20]([CH3:23])=[C:19]([C:24]5[CH:29]=[CH:28][CH:27]=[C:26]([O:30][CH2:43][C@@H:44]6[CH2:48][O:47][C:46]([CH3:50])([CH3:49])[O:45]6)[CH:25]=5)[N:18]=4)=[O:15])[CH2:12][CH2:13]3)=[CH:10][C:4]=2[O:3]1. The catalyst class is: 3. (3) Reactant: [F:1][C:2]([F:15])([F:14])[S:3]([O:6]S(C(F)(F)F)(=O)=O)(=[O:5])=[O:4].O[C:17]1[CH:18]=[C:19]2[C:24](=[CH:25][CH:26]=1)[C:23](=[O:27])[CH2:22][CH2:21][CH2:20]2.C(N(CC)CC)C. Product: [F:1][C:2]([F:15])([F:14])[S:3]([O:6][C:17]1[CH:26]=[CH:25][C:24]2[C:23](=[O:27])[CH2:22][CH2:21][CH2:20][C:19]=2[CH:18]=1)(=[O:5])=[O:4]. The catalyst class is: 4. (4) Reactant: [ClH:1].[CH:2]1([C:5]([CH2:7][N:8](CC2C=CC=CC=2)[CH2:9][C:10]2[CH:15]=[CH:14][CH:13]=[CH:12][CH:11]=2)=[O:6])[CH2:4][CH2:3]1.Cl.[H][H]. Product: [ClH:1].[CH:2]1([C:5]([CH2:7][NH:8][CH2:9][C:10]2[CH:11]=[CH:12][CH:13]=[CH:14][CH:15]=2)=[O:6])[CH2:4][CH2:3]1. The catalyst class is: 129. (5) Reactant: [CH3:1][N:2]1[C:10]2[C:5](=[CH:6][C:7]([OH:11])=[CH:8][CH:9]=2)[CH:4]=[CH:3]1.[CH2:12]([O:14][C:15](=[O:31])[CH2:16][C@H:17]1[C:25]2[C:20](=[CH:21][C:22]([O:26][CH2:27][CH2:28][CH2:29]Br)=[CH:23][CH:24]=2)[CH2:19][CH2:18]1)[CH3:13].C([O-])([O-])=O.[Cs+].[Cs+]. Product: [CH2:12]([O:14][C:15](=[O:31])[CH2:16][C@H:17]1[C:25]2[C:20](=[CH:21][C:22]([O:26][CH2:27][CH2:28][CH2:29][O:11][C:7]3[CH:6]=[C:5]4[C:10](=[CH:9][CH:8]=3)[N:2]([CH3:1])[CH:3]=[CH:4]4)=[CH:23][CH:24]=2)[CH2:19][CH2:18]1)[CH3:13]. The catalyst class is: 18. (6) Reactant: [C:1]([C:3]1[CH:4]=[C:5]2[C:10]3=[C:11]([CH2:13][N:14](C(OC(C)(C)C)=O)[CH2:15][CH2:16][N:9]3[CH2:8][CH2:7][CH:6]2[CH:24]2[CH2:26][CH2:25]2)[CH:12]=1)#[N:2].C(O)(C(F)(F)F)=O. Product: [CH:24]1([CH:6]2[C:5]3[C:10]4=[C:11]([CH2:13][NH:14][CH2:15][CH2:16][N:9]4[CH2:8][CH2:7]2)[CH:12]=[C:3]([C:1]#[N:2])[CH:4]=3)[CH2:25][CH2:26]1. The catalyst class is: 2. (7) Reactant: [NH2:1][C@H:2]1[CH2:6][N:5]([C:7]([O-:9])=[O:8])[C@@H:4]([CH:10]([CH3:12])[CH3:11])[CH2:3]1.[C:13](Cl)(=[O:29])[O:14][CH2:15][CH:16]1[C:28]2[CH:27]=[CH:26][CH:25]=[CH:24][C:23]=2[C:22]2[C:17]1=[CH:18][CH:19]=[CH:20][CH:21]=2.C(=O)([O-])[O-].[K+].[K+]. Product: [CH:27]1[C:28]2[CH:16]([CH2:15][O:14][C:13]([NH:1][C@H:2]3[CH2:6][N:5]([C:7]([O:9][C:10]([CH3:12])([CH3:11])[CH3:4])=[O:8])[C@@H:4]([CH:10]([CH3:12])[CH3:11])[CH2:3]3)=[O:29])[C:17]3[C:22](=[CH:21][CH:20]=[CH:19][CH:18]=3)[C:23]=2[CH:24]=[CH:25][CH:26]=1. The catalyst class is: 84. (8) Reactant: [CH2:1]([O:5][C:6]([N:8]1[CH2:13][CH2:12][N:11]([C:14](=[O:31])[C@@H:15]([NH:23]C(OC(C)(C)C)=O)[CH2:16][CH2:17][C:18]2[N:19]=[N:20][NH:21][N:22]=2)[CH2:10][CH2:9]1)=[O:7])[CH2:2][CH2:3][CH3:4].C(O)(C(F)(F)F)=O. Product: [CH2:1]([O:5][C:6]([N:8]1[CH2:9][CH2:10][N:11]([C:14](=[O:31])[C@@H:15]([NH2:23])[CH2:16][CH2:17][C:18]2[N:22]=[N:21][NH:20][N:19]=2)[CH2:12][CH2:13]1)=[O:7])[CH2:2][CH2:3][CH3:4]. The catalyst class is: 4. (9) Reactant: [CH2:1]([O:8][C:9]1[CH:14]=[CH:13][C:12]([C:15]2[CH:20]([CH2:21][CH3:22])[CH:19]([CH3:23])[CH:18]([CH2:24][OH:25])[CH2:17][CH:16]=2)=[CH:11][CH:10]=1)[C:2]1[CH:7]=[CH:6][CH:5]=[CH:4][CH:3]=1.[OH-:26].[Na+].OO. Product: [CH2:1]([O:8][C:9]1[CH:10]=[CH:11][C:12]([CH:15]2[CH:20]([CH2:21][CH3:22])[CH:19]([CH3:23])[CH:18]([CH2:24][OH:25])[CH2:17][CH:16]2[OH:26])=[CH:13][CH:14]=1)[C:2]1[CH:3]=[CH:4][CH:5]=[CH:6][CH:7]=1. The catalyst class is: 375. (10) Reactant: C[O:2][CH:3](OC)[CH2:4][CH2:5][N:6]1[CH:11]=[C:10]([C:12]2[S:16][C:15]([CH3:17])=[N:14][C:13]=2[CH3:18])[C:9](=[O:19])[NH:8][C:7]1=[O:20].Cl.C(N(CC)CC)C. Product: [CH3:17][C:15]1[S:16][C:12]([C:10]2[C:9](=[O:19])[NH:8][C:7](=[O:20])[N:6]([CH2:5][CH2:4][CH:3]=[O:2])[CH:11]=2)=[C:13]([CH3:18])[N:14]=1. The catalyst class is: 7.